Dataset: Catalyst prediction with 721,799 reactions and 888 catalyst types from USPTO. Task: Predict which catalyst facilitates the given reaction. (1) Product: [CH2:20]([NH:27][C:4]([C:6]1[C:15](=[O:16])[C:14]2[C:9](=[CH:10][CH:11]=[C:12]([O:17][CH2:18][CH3:19])[N:13]=2)[NH:8][CH:7]=1)=[O:5])[C:21]1[CH:26]=[CH:25][CH:24]=[CH:23][CH:22]=1.[CH3:14][N:13]([CH:12]=[O:17])[CH3:20]. The catalyst class is: 9. Reactant: C(O[C:4]([C:6]1[C:15](=[O:16])[C:14]2[C:9](=[CH:10][CH:11]=[C:12]([O:17][CH2:18][CH3:19])[N:13]=2)[NH:8][CH:7]=1)=[O:5])C.[CH2:20]([NH2:27])[C:21]1[CH:26]=[CH:25][CH:24]=[CH:23][CH:22]=1. (2) Reactant: [NH2:1][C:2]1[S:3][C:4]2[CH:10]=[C:9]([C:11]([OH:13])=[O:12])[CH:8]=[C:7]([Br:14])[C:5]=2[N:6]=1.[Si](C=[N+]=[N-])(C)(C)[CH3:16]. Product: [CH3:16][O:12][C:11]([C:9]1[CH:8]=[C:7]([Br:14])[C:5]2[N:6]=[C:2]([NH2:1])[S:3][C:4]=2[CH:10]=1)=[O:13]. The catalyst class is: 83. (3) Reactant: [NH2:1][C:2]1[S:6][N:5]=[C:4]([CH2:7][CH3:8])[C:3]=1[Cl:9].C[O-].[Na+].[CH3:13][CH:14]([CH3:31])[CH2:15][C:16]1[S:17][C:18]2[CH:24]=[CH:23][C:22]([CH:25]([CH3:30])[C:26](OC)=[O:27])=[CH:21][C:19]=2[N:20]=1. Product: [Cl:9][C:3]1[C:4]([CH2:7][CH3:8])=[N:5][S:6][C:2]=1[NH:1][C:26](=[O:27])[CH:25]([C:22]1[CH:23]=[CH:24][C:18]2[S:17][C:16]([CH2:15][CH:14]([CH3:13])[CH3:31])=[N:20][C:19]=2[CH:21]=1)[CH3:30]. The catalyst class is: 627. (4) Reactant: [C:1]1([C:10]2[CH:15]=[CH:14][CH:13]=[CH:12][CH:11]=2)[C:2]([C:7]([OH:9])=O)=[CH:3][CH:4]=[CH:5][CH:6]=1.N#N.[Br:18][C:19]1[CH:20]=[C:21]([CH:26]=[CH:27][CH:28]=1)[C:22]([NH:24][NH2:25])=O.CCN(C(C)C)C(C)C.F[B-](F)(F)F.N1(OC(N(C)C)=[N+](C)C)C2C=CC=CC=2N=N1.S(Cl)(C1C=CC(C)=CC=1)(=O)=O. Product: [C:1]1([C:10]2[CH:15]=[CH:14][CH:13]=[CH:12][CH:11]=2)[CH:6]=[CH:5][CH:4]=[CH:3][C:2]=1[C:7]1[O:9][C:22]([C:21]2[CH:26]=[CH:27][CH:28]=[C:19]([Br:18])[CH:20]=2)=[N:24][N:25]=1. The catalyst class is: 10. (5) Reactant: [N:1]1[CH:6]=[CH:5][CH:4]=[N:3][C:2]=1[C:7]1[CH:8]=[C:9]([CH:11]=[CH:12][CH:13]=1)[NH2:10].[NH2:14][C@@H:15]([CH2:39][CH:40]([F:42])[F:41])[CH2:16][NH:17][C:18]1[N:23]=[C:22](NC2C=CC=C3C=2C=CN3CC)[C:21]([C:36]([NH2:38])=[O:37])=[CH:20][N:19]=1.B(Br)(Br)Br. Product: [NH2:14][C@@H:15]([CH2:39][CH:40]([F:41])[F:42])[CH2:16][NH:17][C:18]1[N:19]=[C:20]([NH:10][C:9]2[CH:11]=[CH:12][CH:13]=[C:7]([C:2]3[N:3]=[CH:4][CH:5]=[CH:6][N:1]=3)[CH:8]=2)[C:21]([C:36]([NH2:38])=[O:37])=[CH:22][N:23]=1. The catalyst class is: 2.